This data is from Forward reaction prediction with 1.9M reactions from USPTO patents (1976-2016). The task is: Predict the product of the given reaction. (1) Given the reactants [NH2:1][C:2]1[CH:38]=[CH:37][C:5]([CH2:6][C:7]2[N:12]3[CH:13]=[C:14]([C:16]4[C:24]5[C:19](=[N:20][CH:21]=[CH:22][CH:23]=5)[NH:18][CH:17]=4)[CH:15]=[C:11]3[C:10](=[O:25])[N:9](CC3C=CC(OC)=CC=3OC)[CH:8]=2)=[CH:4][CH:3]=1.FC(F)(F)C(O)=O, predict the reaction product. The product is: [NH2:1][C:2]1[CH:3]=[CH:4][C:5]([CH2:6][C:7]2[N:12]3[CH:13]=[C:14]([C:16]4[C:24]5[C:19](=[N:20][CH:21]=[CH:22][CH:23]=5)[NH:18][CH:17]=4)[CH:15]=[C:11]3[C:10](=[O:25])[NH:9][CH:8]=2)=[CH:37][CH:38]=1. (2) Given the reactants [Li+].CCC[CH2-].C1C[O:9][CH2:8]C1.C(NC(C)C)(C)C.[Cl:18][C:19]1[N:27]=[C:26]([Cl:28])[CH:25]=[CH:24][C:20]=1[C:21]([OH:23])=[O:22], predict the reaction product. The product is: [Cl:18][C:19]1[C:20]2[C:21](=[O:23])[O:22][CH:8]([OH:9])[C:24]=2[CH:25]=[C:26]([Cl:28])[N:27]=1. (3) The product is: [F:8][C:6]1[CH:5]=[CH:4][C:3]2[NH:9][C:10]([NH:12][CH2:13][C:14]3[CH:19]=[CH:18][CH:17]=[C:16]([N+:20]([O-:22])=[O:21])[CH:15]=3)=[N:1][C:2]=2[CH:7]=1. Given the reactants [NH2:1][C:2]1[CH:7]=[C:6]([F:8])[CH:5]=[CH:4][C:3]=1[NH:9][C:10]([NH:12][CH2:13][C:14]1[CH:19]=[CH:18][CH:17]=[C:16]([N+:20]([O-:22])=[O:21])[CH:15]=1)=S.Cl.C(N=C=NCCCN(C)C)C, predict the reaction product. (4) The product is: [OH:1][C:2]1[CH:7]=[C:6]([CH3:8])[N:5]([CH3:9])[C:4](=[O:10])[C:3]=1[C:11](=[O:27])[CH:12]=[CH:13][C:14]1[CH:19]=[CH:18][CH:17]=[C:16]([CH2:20][S:21]([CH2:22][C:23]([O:25][CH3:26])=[O:24])=[O:36])[CH:15]=1. Given the reactants [OH:1][C:2]1[CH:7]=[C:6]([CH3:8])[N:5]([CH3:9])[C:4](=[O:10])[C:3]=1[C:11](=[O:27])[CH:12]=[CH:13][C:14]1[CH:19]=[CH:18][CH:17]=[C:16]([CH2:20][S:21][CH2:22][C:23]([O:25][CH3:26])=[O:24])[CH:15]=1.ClC1C=CC=C(C(OO)=[O:36])C=1, predict the reaction product. (5) Given the reactants [CH3:1][NH2:2].[C:3]([O:7][C:8]([N:10]1[CH2:15][CH2:14][C:13]2[N:16]=[C:17]([NH:19][C:20]([O:22]C3C=CC=CC=3)=O)[S:18][C:12]=2[CH2:11]1)=[O:9])([CH3:6])([CH3:5])[CH3:4], predict the reaction product. The product is: [C:3]([O:7][C:8]([N:10]1[CH2:15][CH2:14][C:13]2[N:16]=[C:17]([NH:19][C:20]([NH:2][CH3:1])=[O:22])[S:18][C:12]=2[CH2:11]1)=[O:9])([CH3:4])([CH3:5])[CH3:6]. (6) Given the reactants [CH3:1][O:2][C:3]([C:5]1[C:10](=O)[C:9]([C:12]([O:14][CH3:15])=[O:13])=[CH:8][NH:7][CH:6]=1)=[O:4].CN(C=O)C.S(Cl)([Cl:23])=O, predict the reaction product. The product is: [CH3:1][O:2][C:3](=[O:4])[C:5]1[C:10]([Cl:23])=[C:9]([C:12]([O:14][CH3:15])=[O:13])[CH:8]=[N:7][CH:6]=1. (7) Given the reactants Br[C:2]1[CH:7]=[C:6]([F:8])[C:5]([N+:9]([O-:11])=[O:10])=[CH:4][C:3]=1[F:12].[CH3:13][O:14][C:15]1[N:20]=[CH:19][C:18](B(O)O)=[CH:17][CH:16]=1.C(=O)([O-])[O-].[Na+].[Na+].CCOC(C)=O, predict the reaction product. The product is: [F:12][C:3]1[CH:4]=[C:5]([N+:9]([O-:11])=[O:10])[C:6]([F:8])=[CH:7][C:2]=1[C:18]1[CH:17]=[CH:16][C:15]([O:14][CH3:13])=[N:20][CH:19]=1.